Dataset: Catalyst prediction with 721,799 reactions and 888 catalyst types from USPTO. Task: Predict which catalyst facilitates the given reaction. (1) Reactant: C1(P(C2CCCCC2)C2C=CC=CC=2C2C(C(C)C)=CC(C(C)C)=CC=2C(C)C)CCCCC1.C([Sn]([C:48]#[N:49])(CCCC)CCCC)CCC.Cl[C:51]1[CH:52]=[CH:53][CH:54]=[C:55]2[C:60]=1[N:59]=[C:58]([C:61]1[CH:66]=[C:65]([CH3:67])[CH:64]=[CH:63][N:62]=1)[C:57]([CH3:68])=[C:56]2[NH:69][C:70]1[CH:75]=[CH:74][CH:73]=[C:72]([N:76]2[CH2:81][CH2:80][O:79][CH2:78][CH2:77]2)[N:71]=1.CC([O-])(C)C.[Na+]. Product: [CH3:68][C:57]1[C:58]([C:61]2[CH:66]=[C:65]([CH3:67])[CH:64]=[CH:63][N:62]=2)=[N:59][C:60]2[C:55]([C:56]=1[NH:69][C:70]1[CH:75]=[CH:74][CH:73]=[C:72]([N:76]3[CH2:77][CH2:78][O:79][CH2:80][CH2:81]3)[N:71]=1)=[CH:54][CH:53]=[CH:52][C:51]=2[C:48]#[N:49]. The catalyst class is: 101. (2) Reactant: [CH3:1][CH:2]([OH:4])[CH3:3].C(N(CC)CC)C.[CH2:12]([S:14](Cl)(=[O:16])=[O:15])[CH3:13]. Product: [CH:2]([O:4][S:14]([CH2:12][CH3:13])(=[O:16])=[O:15])([CH3:3])[CH3:1]. The catalyst class is: 4.